This data is from Peptide-MHC class II binding affinity with 134,281 pairs from IEDB. The task is: Regression. Given a peptide amino acid sequence and an MHC pseudo amino acid sequence, predict their binding affinity value. This is MHC class II binding data. (1) The binding affinity (normalized) is 0.190. The peptide sequence is FRDRARVPLTSNNGI. The MHC is HLA-DQA10201-DQB10202 with pseudo-sequence HLA-DQA10201-DQB10202. (2) The peptide sequence is VEFVTNMGIIIPDFA. The MHC is DRB1_0101 with pseudo-sequence DRB1_0101. The binding affinity (normalized) is 0.787. (3) The peptide sequence is LTLPWQSGSGGVWRE. The MHC is H-2-IEd with pseudo-sequence H-2-IEd. The binding affinity (normalized) is 0.0234. (4) The peptide sequence is EKKYFAAWQFEPLAA. The MHC is HLA-DQA10401-DQB10402 with pseudo-sequence HLA-DQA10401-DQB10402. The binding affinity (normalized) is 0.377. (5) The binding affinity (normalized) is 0.182. The peptide sequence is GKLYSILKIQSPLFT. The MHC is HLA-DPA10201-DPB11401 with pseudo-sequence HLA-DPA10201-DPB11401.